Dataset: Peptide-MHC class II binding affinity with 134,281 pairs from IEDB. Task: Regression. Given a peptide amino acid sequence and an MHC pseudo amino acid sequence, predict their binding affinity value. This is MHC class II binding data. (1) The peptide sequence is KQQVIAELYEKFFRI. The MHC is DRB3_0101 with pseudo-sequence DRB3_0101. The binding affinity (normalized) is 0.586. (2) The peptide sequence is MKNLVWNDELAYVAQ. The MHC is HLA-DPA10103-DPB10401 with pseudo-sequence HLA-DPA10103-DPB10401. The binding affinity (normalized) is 0.475. (3) The peptide sequence is EDVGYPIIIDQKYCP. The MHC is DRB1_0802 with pseudo-sequence QEFFIASGAAVDAIMESGFDYYDFDRLTYHVGFT. The binding affinity (normalized) is 0.